The task is: Predict the reactants needed to synthesize the given product.. This data is from Full USPTO retrosynthesis dataset with 1.9M reactions from patents (1976-2016). (1) Given the product [F:1][C:2]1[C:3]([NH:17][C@H:18]2[CH2:23][CH2:22][CH2:21][CH2:20][C@H:19]2[NH:24][S:35]([CH3:34])(=[O:37])=[O:36])=[N:4][C:5]([C:8]2[C:16]3[C:11](=[N:12][CH:13]=[CH:14][CH:15]=3)[NH:10][CH:9]=2)=[N:6][CH:7]=1, predict the reactants needed to synthesize it. The reactants are: [F:1][C:2]1[C:3]([NH:17][CH:18]2[CH2:23][CH2:22][CH2:21][CH2:20][CH:19]2[NH2:24])=[N:4][C:5]([C:8]2[C:16]3[C:11](=[N:12][CH:13]=[CH:14][CH:15]=3)[NH:10][CH:9]=2)=[N:6][CH:7]=1.CCN(C(C)C)C(C)C.[CH3:34][S:35](Cl)(=[O:37])=[O:36]. (2) Given the product [C:18]1([C:21]2[CH:22]=[CH:23][CH:24]=[CH:25][CH:26]=2)[CH:19]=[CH:20][C:15]([CH2:14][C@H:10]([NH:9][C:7]([C:6]2[CH:32]=[C:2]([C:48]3[CH:49]=[CH:50][C:45]([C:41]([CH3:44])([CH3:43])[CH3:42])=[CH:46][CH:47]=3)[CH:3]=[CH:4][CH:5]=2)=[O:8])[C:11]([OH:13])=[O:12])=[CH:16][CH:17]=1, predict the reactants needed to synthesize it. The reactants are: Cl[C:2]1[CH:3]=[CH:4][C:5](OCCCCCCC)=[C:6]([CH:32]=1)[C:7]([NH:9][C@@H:10]([CH2:14][C:15]1[CH:20]=[CH:19][C:18]([C:21]2[CH:26]=[CH:25][C:24](OC(F)(F)F)=[CH:23][CH:22]=2)=[CH:17][CH:16]=1)[C:11]([OH:13])=[O:12])=[O:8].[C:41]([C:45]1[CH:50]=[CH:49][C:48](B(O)O)=[CH:47][CH:46]=1)([CH3:44])([CH3:43])[CH3:42]. (3) Given the product [CH2:11]([C:9]1[S:8][C:7]2[N:13]=[CH:14][NH:16][C:4](=[O:3])[C:6]=2[CH:10]=1)[CH3:12], predict the reactants needed to synthesize it. The reactants are: C([O:3][C:4]([C:6]1[CH:10]=[C:9]([CH2:11][CH3:12])[S:8][C:7]=1[NH2:13])=O)C.[CH:14]([NH2:16])=O. (4) Given the product [CH3:30][N:2]([CH3:1])[CH2:3][C:4]([NH:6][CH2:7][CH2:8][CH2:9][NH:10][C:11]1[N:16]=[C:15]2[NH:17][CH:18]=[CH:19][C:14]2=[C:13]([O:28][CH3:29])[CH:12]=1)=[O:5], predict the reactants needed to synthesize it. The reactants are: [CH3:1][N:2]([CH3:30])[CH2:3][C:4]([NH:6][CH2:7][CH2:8][CH2:9][NH:10][C:11]1[N:16]=[C:15]2[N:17](COCC[Si](C)(C)C)[CH:18]=[CH:19][C:14]2=[C:13]([O:28][CH3:29])[CH:12]=1)=[O:5].O.O.O.[F-].C([N+](CCCC)(CCCC)CCCC)CCC.